Dataset: Forward reaction prediction with 1.9M reactions from USPTO patents (1976-2016). Task: Predict the product of the given reaction. (1) The product is: [Br:12][C:11]1[C:10](=[O:13])[N:9]2[CH:14]=[C:15]([F:18])[CH:16]=[CH:17][C:8]2=[N:7][C:6]=1[CH2:5][OH:4]. Given the reactants C([O:4][CH2:5][C:6]1[N:7]=[C:8]2[CH:17]=[CH:16][C:15]([F:18])=[CH:14][N:9]2[C:10](=[O:13])[C:11]=1[Br:12])(=O)C.Cl.O1CCOCC1.[OH-].[NH4+], predict the reaction product. (2) Given the reactants [Zn:1].[Br:2]CCBr.Cl[Si](C)(C)C.Br[CH2:12][C:13](=[CH2:33])[CH2:14][O:15][Si:16]([C:29]([CH3:32])([CH3:31])[CH3:30])([C:23]1[CH:28]=[CH:27][CH:26]=[CH:25][CH:24]=1)[C:17]1[CH:22]=[CH:21][CH:20]=[CH:19][CH:18]=1, predict the reaction product. The product is: [Br:2][Zn:1][CH2:33][C:13]([CH2:14][O:15][Si:16]([C:29]([CH3:32])([CH3:31])[CH3:30])([C:23]1[CH:28]=[CH:27][CH:26]=[CH:25][CH:24]=1)[C:17]1[CH:18]=[CH:19][CH:20]=[CH:21][CH:22]=1)=[CH2:12]. (3) Given the reactants [C:1]([O:5][C:6]([NH:8][C@H:9]([C:17]([O:19]C)=[O:18])[CH2:10][CH:11]1[CH2:16][CH2:15][O:14][CH2:13][CH2:12]1)=[O:7])([CH3:4])([CH3:3])[CH3:2].C1COCC1.[OH-].[Li+], predict the reaction product. The product is: [C:1]([O:5][C:6]([NH:8][C@H:9]([C:17]([OH:19])=[O:18])[CH2:10][CH:11]1[CH2:12][CH2:13][O:14][CH2:15][CH2:16]1)=[O:7])([CH3:4])([CH3:2])[CH3:3]. (4) Given the reactants C(N(CC)CC)C.[C:8](Cl)(=[O:10])[CH3:9].[CH3:12][CH:13]1[CH2:17][CH2:16][CH2:15][N:14]1[CH2:18][CH2:19][CH2:20][O:21][C:22]1[CH:27]=[CH:26][C:25]([C:28]2[S:29][C:30]3[CH2:35][CH2:34][CH2:33][NH:32][C:31]=3[N:36]=2)=[CH:24][CH:23]=1.C(=O)([O-])[O-].[K+].[K+], predict the reaction product. The product is: [C:8]([N:32]1[CH2:33][CH2:34][CH2:35][C:30]2[S:29][C:28]([C:25]3[CH:24]=[CH:23][C:22]([O:21][CH2:20][CH2:19][CH2:18][N:14]4[CH2:15][CH2:16][CH2:17][CH:13]4[CH3:12])=[CH:27][CH:26]=3)=[N:36][C:31]1=2)(=[O:10])[CH3:9]. (5) Given the reactants [CH2:1]([O:8][CH2:9][CH2:10][CH:11]1[CH2:14][C:13](=[O:15])[C:12]1(Cl)Cl)[C:2]1[CH:7]=[CH:6][CH:5]=[CH:4][CH:3]=1.C(OCC)C, predict the reaction product. The product is: [CH2:1]([O:8][CH2:9][CH2:10][CH:11]1[CH2:12][C:13](=[O:15])[CH2:14]1)[C:2]1[CH:7]=[CH:6][CH:5]=[CH:4][CH:3]=1. (6) Given the reactants Cl[C:2]1[N:7]=[CH:6][N:5]=[C:4]([NH:8][CH3:9])[N:3]=1.[Na+].[I-].[CH2:12]([N:14]1[CH2:19][CH2:18][N:17]([C:20]2[CH:26]=[CH:25][C:23]([NH2:24])=[CH:22][CH:21]=2)[CH2:16][CH2:15]1)[CH3:13].C(N(C(C)C)C(C)C)C, predict the reaction product. The product is: [CH3:9][NH:8][C:4]1[N:3]=[C:2]([NH:24][C:23]2[CH:22]=[CH:21][C:20]([N:17]3[CH2:16][CH2:15][N:14]([CH2:12][CH3:13])[CH2:19][CH2:18]3)=[CH:26][CH:25]=2)[N:7]=[CH:6][N:5]=1. (7) Given the reactants B(Br)(Br)Br.[F:5][C:6]1[CH:35]=[CH:34][CH:33]=[CH:32][C:7]=1[O:8][C:9]1[N:10]=[C:11]([O:28][CH2:29][CH2:30][CH3:31])[C:12]2[N:17]=[C:16]([C:18]3[CH:23]=[C:22]([CH3:24])[C:21]([O:25]C)=[C:20]([CH3:27])[CH:19]=3)[O:15][C:13]=2[N:14]=1.C(=O)([O-])O.[Na+], predict the reaction product. The product is: [F:5][C:6]1[CH:35]=[CH:34][CH:33]=[CH:32][C:7]=1[O:8][C:9]1[N:10]=[C:11]([O:28][CH2:29][CH2:30][CH3:31])[C:12]2[N:17]=[C:16]([C:18]3[CH:19]=[C:20]([CH3:27])[C:21]([OH:25])=[C:22]([CH3:24])[CH:23]=3)[O:15][C:13]=2[N:14]=1. (8) Given the reactants C(N(C(C)C)CC)(C)C.[Br:10][C:11]1[CH:19]=[CH:18][C:14]([C:15](O)=[O:16])=[CH:13][C:12]=1[CH3:20].Cl.[CH3:22][NH:23][O:24][CH3:25].CCN=C=NCCCN(C)C.C1C=CC2N(O)N=NC=2C=1, predict the reaction product. The product is: [Br:10][C:11]1[CH:19]=[CH:18][C:14]([C:15]([N:23]([O:24][CH3:25])[CH3:22])=[O:16])=[CH:13][C:12]=1[CH3:20]. (9) Given the reactants [O:1]([C:8]1[CH:31]=[CH:30][C:11]([C:12]([NH:14]C2C=CC(CP(=O)(OCC)OCC)=CC=2)=[O:13])=[CH:10][CH:9]=1)[C:2]1[CH:7]=[CH:6][CH:5]=[CH:4][CH:3]=1.O(C1C=CC(C(O)=O)=CC=1)C1C=CC=CC=1.N[C:49]1[CH:50]=[C:51]([CH:61]=[CH:62][CH:63]=1)[CH2:52][P:53](=[O:60])([O:57][CH2:58][CH3:59])[O:54][CH2:55][CH3:56].C(Cl)CCl, predict the reaction product. The product is: [O:1]([C:8]1[CH:31]=[CH:30][C:11]([C:12]([NH:14][C:49]2[CH:50]=[C:51]([CH:61]=[CH:62][CH:63]=2)[CH2:52][P:53](=[O:60])([O:57][CH2:58][CH3:59])[O:54][CH2:55][CH3:56])=[O:13])=[CH:10][CH:9]=1)[C:2]1[CH:7]=[CH:6][CH:5]=[CH:4][CH:3]=1.